This data is from Forward reaction prediction with 1.9M reactions from USPTO patents (1976-2016). The task is: Predict the product of the given reaction. (1) The product is: [NH2:36][C:37]1([C:41]2[CH:46]=[CH:45][C:44]([C:47]3[C:48](=[O:67])[C:49]4[CH:57]=[CH:56][C:55]5[C:51](=[CH:52][N:53]([CH3:58])[N:54]=5)[C:50]=4[O:59][C:60]=3[C:61]3[CH:62]=[CH:63][CH:64]=[CH:65][CH:66]=3)=[CH:43][CH:42]=2)[CH2:38][CH2:39][CH2:40]1. Given the reactants NC1(C2C=CC(C3C(=O)C4C(=CC=C(F)C=4)OC=3C3C=CC=CC=3)=CC=2)CCC1.C(OC(=O)[NH:36][C:37]1([C:41]2[CH:46]=[CH:45][C:44]([C:47]3[C:48](=[O:67])[C:49]4[CH:57]=[CH:56][C:55]5[C:51](=[CH:52][N:53]([CH3:58])[N:54]=5)[C:50]=4[O:59][C:60]=3[C:61]3[CH:66]=[CH:65][CH:64]=[CH:63][CH:62]=3)=[CH:43][CH:42]=2)[CH2:40][CH2:39][CH2:38]1)(C)(C)C, predict the reaction product. (2) Given the reactants [CH:1]([C:4]1[CH:8]=[C:7]([C:9]([O:11][CH2:12][CH3:13])=[O:10])[NH:6][N:5]=1)([CH3:3])[CH3:2].[Cl:14][C:15]1[CH:22]=[C:21]([Cl:23])[CH:20]=[CH:19][C:16]=1[CH2:17]Cl.C(=O)([O-])[O-].[K+].[K+].CN(C)C=O, predict the reaction product. The product is: [Cl:14][C:15]1[CH:22]=[C:21]([Cl:23])[CH:20]=[CH:19][C:16]=1[CH2:17][N:6]1[C:7]([C:9]([O:11][CH2:12][CH3:13])=[O:10])=[CH:8][C:4]([CH:1]([CH3:3])[CH3:2])=[N:5]1. (3) Given the reactants [NH2:1][S:2]([C:5]1[CH:6]=[C:7]([NH:11][C:12]2[C:13]3[CH:32]=[CH:31][N:30](S(C4C=CC(C)=CC=4)(=O)=O)[C:14]=3[N:15]=[C:16]([NH:18][C:19]3[CH:24]=[CH:23][C:22]([N:25]([CH3:29])[C:26](=[O:28])[CH3:27])=[CH:21][CH:20]=3)[N:17]=2)[CH:8]=[CH:9][CH:10]=1)(=[O:4])=[O:3].[OH-].[K+], predict the reaction product. The product is: [NH2:1][S:2]([C:5]1[CH:6]=[C:7]([NH:11][C:12]2[C:13]3[CH:32]=[CH:31][NH:30][C:14]=3[N:15]=[C:16]([NH:18][C:19]3[CH:20]=[CH:21][C:22]([N:25]([CH3:29])[C:26](=[O:28])[CH3:27])=[CH:23][CH:24]=3)[N:17]=2)[CH:8]=[CH:9][CH:10]=1)(=[O:4])=[O:3]. (4) The product is: [Cl:1][C:2]1[C:7]([NH2:8])=[C:6]([Cl:11])[N:5]=[C:4]([S:12][CH3:13])[N:3]=1. Given the reactants [Cl:1][C:2]1[C:7]([N+:8]([O-])=O)=[C:6]([Cl:11])[N:5]=[C:4]([S:12][CH3:13])[N:3]=1.O.O.Cl[Sn]Cl, predict the reaction product. (5) Given the reactants [ClH:1].[CH3:2][C:3]1[CH:8]=[C:7]([CH3:9])[CH:6]=[CH:5][C:4]=1[NH:10]N.O.Cl.[NH:14]1[CH2:19][CH2:18][C:17](=O)[CH2:16][CH2:15]1.Cl, predict the reaction product. The product is: [ClH:1].[CH3:2][C:3]1[C:4]2[NH:10][C:17]3[CH2:18][CH2:19][NH:14][CH2:15][C:16]=3[C:5]=2[CH:6]=[C:7]([CH3:9])[CH:8]=1. (6) Given the reactants Br[CH2:2][CH2:3][CH2:4][C:5]([C:11]1[CH:16]=[CH:15][C:14]([O:17][CH3:18])=[C:13]([O:19][CH3:20])[CH:12]=1)([CH:8]([CH3:10])[CH3:9])[C:6]#[N:7].[CH3:21][NH:22][CH2:23][CH2:24][C:25]1[CH:26]=[C:27]([CH2:31][C:32]([O:34][CH3:35])=[O:33])[CH:28]=[CH:29][CH:30]=1, predict the reaction product. The product is: [C:6]([C:5]([C:11]1[CH:16]=[CH:15][C:14]([O:17][CH3:18])=[C:13]([O:19][CH3:20])[CH:12]=1)([CH:8]([CH3:10])[CH3:9])[CH2:4][CH2:3][CH2:2][N:22]([CH3:21])[CH2:23][CH2:24][C:25]1[CH:26]=[C:27]([CH2:31][C:32]([O:34][CH3:35])=[O:33])[CH:28]=[CH:29][CH:30]=1)#[N:7]. (7) The product is: [Cl:20][C:21]1[CH:26]=[C:25]([C:27]([F:29])([F:28])[F:30])[CH:24]=[CH:23][C:22]=1[S:31]([NH:19][C:4]1[CH:5]=[N:6][C:7]([O:8][C:9]2[CH:10]=[N:11][C:12]3[C:17]([CH:18]=2)=[CH:16][CH:15]=[CH:14][CH:13]=3)=[C:2]([Cl:1])[CH:3]=1)(=[O:33])=[O:32]. Given the reactants [Cl:1][C:2]1[CH:3]=[C:4]([NH2:19])[CH:5]=[N:6][C:7]=1[O:8][C:9]1[CH:10]=[N:11][C:12]2[C:17]([CH:18]=1)=[CH:16][CH:15]=[CH:14][CH:13]=2.[Cl:20][C:21]1[CH:26]=[C:25]([C:27]([F:30])([F:29])[F:28])[CH:24]=[CH:23][C:22]=1[S:31](Cl)(=[O:33])=[O:32], predict the reaction product. (8) Given the reactants [Br:1][C:2]1[C:3]([CH2:10][CH3:11])=[C:4]([CH:7]=[CH:8][CH:9]=1)[CH:5]=O.[CH3:12][N+:13]([O-:15])=[O:14], predict the reaction product. The product is: [Br:1][C:2]1[CH:9]=[CH:8][CH:7]=[C:4]([CH:5]=[CH:12][N+:13]([O-:15])=[O:14])[C:3]=1[CH2:10][CH3:11]. (9) Given the reactants Br[C:2]1[CH:3]=[C:4]2[C:8](=[CH:9][CH:10]=1)[NH:7][CH:6]=[CH:5]2.[C:11]1([S:17]([CH:20]=[CH2:21])(=[O:19])=[O:18])[CH:16]=[CH:15][CH:14]=[CH:13][CH:12]=1.CC1C(P(C2C(C)=CC=CC=2)C2C(C)=CC=CC=2)=CC=CC=1.C(N(CC)CC)C, predict the reaction product. The product is: [C:11]1([S:17](/[CH:20]=[CH:21]/[C:2]2[CH:3]=[C:4]3[C:8](=[CH:9][CH:10]=2)[NH:7][CH:6]=[CH:5]3)(=[O:19])=[O:18])[CH:16]=[CH:15][CH:14]=[CH:13][CH:12]=1.